From a dataset of Full USPTO retrosynthesis dataset with 1.9M reactions from patents (1976-2016). Predict the reactants needed to synthesize the given product. Given the product [CH:28]1([C@H:23]([NH:22][C:6]([O:16][CH2:15][C:14]([CH3:20])([CH3:13])[CH2:17][CH:18]=[CH2:19])=[O:7])[C:24]([O:26][CH3:27])=[O:25])[CH2:33][CH2:32][CH2:31][CH2:30][CH2:29]1, predict the reactants needed to synthesize it. The reactants are: C1N=CN([C:6](N2C=NC=C2)=[O:7])C=1.[CH3:13][C:14]([CH3:20])([CH2:17][CH:18]=[CH2:19])[CH2:15][OH:16].Cl.[NH2:22][C@@H:23]([CH:28]1[CH2:33][CH2:32][CH2:31][CH2:30][CH2:29]1)[C:24]([O:26][CH3:27])=[O:25].